Dataset: Reaction yield outcomes from USPTO patents with 853,638 reactions. Task: Predict the reaction yield, written as a fraction of the theoretical maximum amount of product (1.0 means a 100% yield; for example, 0.34 means a 34% yield). (1) The reactants are [CH2:1]([N:8]1[C:12]2[CH:13]=[CH:14][C:15]3[N:16]([C:17]([CH3:20])=[N:18][N:19]=3)[C:11]=2[CH:10]=[C:9]1[C:21]1[CH:25]=[CH:24][N:23]([C:26]2([CH2:30][C:31]#[N:32])[CH2:29][NH:28][CH2:27]2)[N:22]=1)[C:2]1[CH:7]=[CH:6][CH:5]=[CH:4][CH:3]=1.[CH3:33][S:34](Cl)(=[O:36])=[O:35].C(N(CC)CC)C. The catalyst is C(Cl)Cl. The product is [CH2:1]([N:8]1[C:12]2[CH:13]=[CH:14][C:15]3[N:16]([C:17]([CH3:20])=[N:18][N:19]=3)[C:11]=2[CH:10]=[C:9]1[C:21]1[CH:25]=[CH:24][N:23]([C:26]2([CH2:30][C:31]#[N:32])[CH2:29][N:28]([S:34]([CH3:33])(=[O:36])=[O:35])[CH2:27]2)[N:22]=1)[C:2]1[CH:7]=[CH:6][CH:5]=[CH:4][CH:3]=1. The yield is 0.830. (2) The product is [ClH:29].[CH3:28][C:12]1([C:25]([OH:27])=[O:26])[CH2:11][NH:10][C:15]2[CH:16]=[C:17]([O:20][C:21]([F:22])([F:23])[F:24])[CH:18]=[CH:19][C:14]=2[O:13]1. The catalyst is CO.[OH-].[OH-].[Pd+2]. The reactants are COC1C=CC(C[N:10]2[C:15]3[CH:16]=[C:17]([O:20][C:21]([F:24])([F:23])[F:22])[CH:18]=[CH:19][C:14]=3[O:13][C:12]([CH3:28])([C:25]([OH:27])=[O:26])[CH2:11]2)=CC=1.[ClH:29]. The yield is 0.850. (3) The reactants are C(OC([N:6]1[C:32]2[C:27](=[CH:28][CH:29]=[C:30]([Cl:33])[CH:31]=2)[C:8]2([CH:13]([CH:14]3[CH2:18][CH2:17][CH2:16][CH2:15]3)[CH2:12][C:11](=[O:19])[NH:10][CH:9]2[C:20]2[CH:25]=[CH:24][CH:23]=[C:22]([Cl:26])[CH:21]=2)[C:7]1=[O:34])=O)C.[OH-].[Na+]. The catalyst is CO. The product is [Cl:33][C:30]1[CH:31]=[C:32]2[NH:6][C:7](=[O:34])[C:8]3([CH:13]([CH:14]4[CH2:18][CH2:17][CH2:16][CH2:15]4)[CH2:12][C:11](=[O:19])[NH:10][CH:9]3[C:20]3[CH:25]=[CH:24][CH:23]=[C:22]([Cl:26])[CH:21]=3)[C:27]2=[CH:28][CH:29]=1. The yield is 0.590. (4) The reactants are Cl.[OH:2][C:3]1[N:8]=[CH:7][CH:6]=[CH:5][N:4]=1.[I-].C[N+]1C=CN([C:16](=[O:25])[N:17]([CH3:24])[C:18]2[CH:23]=[CH:22][CH:21]=[CH:20][CH:19]=2)C=1.C(N(CC)CC)C. The catalyst is C(#N)C. The product is [N:4]1[CH:5]=[CH:6][CH:7]=[N:8][C:3]=1[O:2][C:16](=[O:25])[N:17]([CH3:24])[C:18]1[CH:23]=[CH:22][CH:21]=[CH:20][CH:19]=1. The yield is 0.120. (5) The yield is 0.750. The product is [ClH:1].[CH3:31][N:18]([CH:15]1[CH2:16][CH2:17][N:12]([C:5]2[C:6]3[C:11](=[CH:10][CH:9]=[CH:8][CH:7]=3)[C:2]([C:37]3[CH:38]=[CH:39][C:34]([C:33]([F:44])([F:43])[F:32])=[CH:35][CH:36]=3)=[N:3][N:4]=2)[CH2:13][CH2:14]1)[C:19](=[O:30])[C:20]1[CH:25]=[CH:24][CH:23]=[CH:22][C:21]=1[C:26]([F:29])([F:28])[F:27]. The reactants are [Cl:1][C:2]1[C:11]2[C:6](=[CH:7][CH:8]=[CH:9][CH:10]=2)[C:5]([N:12]2[CH2:17][CH2:16][CH:15]([N:18]([CH3:31])[C:19](=[O:30])[C:20]3[CH:25]=[CH:24][CH:23]=[CH:22][C:21]=3[C:26]([F:29])([F:28])[F:27])[CH2:14][CH2:13]2)=[N:4][N:3]=1.[F:32][C:33]([F:44])([F:43])[C:34]1[CH:39]=[CH:38][C:37](B(O)O)=[CH:36][CH:35]=1.C(=O)([O-])[O-].[Cs+].[Cs+].O1CCOCC1. The catalyst is O. (6) The reactants are [Br:1][C:2]1[CH:3]=[C:4]([F:16])[CH:5]=[C:6]2[C:11]=1[N:10]=[C:9]([CH:12]=[CH:13]OC)[CH:8]=[CH:7]2.BrN1C(=O)CCC1=O.[CH3:25][O:26][CH2:27][CH2:28][O:29][C:30]1[CH:35]=[CH:34][N:33]=[C:32]([NH2:36])[CH:31]=1. The catalyst is C1COCC1.O. The product is [Br:1][C:2]1[CH:3]=[C:4]([F:16])[CH:5]=[C:6]2[C:11]=1[N:10]=[C:9]([C:12]1[N:33]3[CH:34]=[CH:35][C:30]([O:29][CH2:28][CH2:27][O:26][CH3:25])=[CH:31][C:32]3=[N:36][CH:13]=1)[CH:8]=[CH:7]2. The yield is 0.560. (7) The reactants are [N:1]([CH:4]([C:6]1[CH:7]=[CH:8][C:9]2[S:13][C:12]([CH3:14])=[N:11][C:10]=2[C:15]=1Br)[CH3:5])=[N+:2]=[N-:3].[F:17][C:18]1[CH:19]=[C:20](B(O)O)[CH:21]=[CH:22][CH:23]=1.C(=O)([O-])[O-].[Na+].[Na+].O. The catalyst is O1CCOCC1.C(OCC)(=O)C.C1C=CC([P]([Pd]([P](C2C=CC=CC=2)(C2C=CC=CC=2)C2C=CC=CC=2)([P](C2C=CC=CC=2)(C2C=CC=CC=2)C2C=CC=CC=2)[P](C2C=CC=CC=2)(C2C=CC=CC=2)C2C=CC=CC=2)(C2C=CC=CC=2)C2C=CC=CC=2)=CC=1. The product is [N:1]([CH:4]([C:6]1[CH:7]=[CH:8][C:9]2[S:13][C:12]([CH3:14])=[N:11][C:10]=2[C:15]=1[C:22]1[CH:21]=[CH:20][CH:19]=[C:18]([F:17])[CH:23]=1)[CH3:5])=[N+:2]=[N-:3]. The yield is 0.830. (8) The reactants are [CH3:1][C:2]1([CH3:19])[CH2:6][O:5][C:4]2[CH:7]=[C:8]([CH3:18])[C:9]([C:11]3[N:12]=[CH:13][C:14]([NH2:17])=[N:15][CH:16]=3)=[CH:10][C:3]1=2.[F:20][C:21]1[CH:29]=[CH:28][CH:27]=[C:26]([F:30])[C:22]=1[C:23](Cl)=[O:24].CCN(C(C)C)C(C)C.C([O-])(O)=O.[Na+].C(Cl)Cl. The catalyst is C(Cl)Cl. The product is [F:20][C:21]1[CH:29]=[CH:28][CH:27]=[C:26]([F:30])[C:22]=1[C:23]([NH:17][C:14]1[CH:13]=[N:12][C:11]([C:9]2[C:8]([CH3:18])=[CH:7][C:4]3[O:5][CH2:6][C:2]([CH3:19])([CH3:1])[C:3]=3[CH:10]=2)=[CH:16][N:15]=1)=[O:24]. The yield is 0.354. (9) The catalyst is C(Cl)Cl.C1(C)C=CC(S(O)(=O)=O)=CC=1. The yield is 0.820. The product is [F:32][C:29]1[CH:30]=[CH:31][C:26]([C:20]2[CH:21]=[C:22]([C:23]([OH:25])=[O:24])[C:17]3[C:16]([I:37])=[N:15][N:14]([CH:6]4[CH2:5][CH2:4][CH2:3][CH2:2][O:1]4)[C:18]=3[N:19]=2)=[CH:27][C:28]=1[C:33]([O:35][CH3:36])=[O:34]. The reactants are [O:1]1[CH:6]=[CH:5][CH2:4][CH2:3][CH2:2]1.C([N:14]1[C:18]2[N:19]=[C:20]([C:26]3[CH:31]=[CH:30][C:29]([F:32])=[C:28]([C:33]([O:35][CH3:36])=[O:34])[CH:27]=3)[CH:21]=[C:22]([C:23]([OH:25])=[O:24])[C:17]=2[C:16]([I:37])=[N:15]1)C1C=CC=CC=1.OS([O-])(=O)=O.[K+].C(N(CC)CC)C.